Predict the reaction yield, written as a fraction of the theoretical maximum amount of product (1.0 means a 100% yield; for example, 0.34 means a 34% yield). From a dataset of Reaction yield outcomes from USPTO patents with 853,638 reactions. (1) The reactants are [C:1]([O:5][C:6]([NH:8][C@@H:9]([CH2:13][C:14]1[CH:19]=[CH:18][C:17]([CH:20]2[S:24](=[O:26])(=[O:25])[NH:23][C:22](=[O:27])[CH2:21]2)=[C:16]([F:28])[CH:15]=1)[C:10](O)=[O:11])=[O:7])([CH3:4])([CH3:3])[CH3:2].F[P-](F)(F)(F)(F)F.N1(O[P+](N(C)C)(N(C)C)N(C)C)C2C=CC=CC=2N=N1.C(N(CC)C(C)C)(C)C.Cl.[NH2:66][CH2:67][CH2:68][CH2:69][CH2:70][CH2:71][O:72][C:73]1[CH:82]=[CH:81][CH:80]=[C:79]([OH:83])[C:74]=1[C:75]([O:77][CH3:78])=[O:76]. The catalyst is CN(C=O)C. The product is [C:1]([O:5][C:6]([NH:8][C@@H:9]([CH2:13][C:14]1[CH:19]=[CH:18][C:17]([CH:20]2[S:24](=[O:25])(=[O:26])[NH:23][C:22](=[O:27])[CH2:21]2)=[C:16]([F:28])[CH:15]=1)[C:10]([NH:66][CH2:67][CH2:68][CH2:69][CH2:70][CH2:71][O:72][C:73]1[CH:82]=[CH:81][CH:80]=[C:79]([OH:83])[C:74]=1[C:75]([O:77][CH3:78])=[O:76])=[O:11])=[O:7])([CH3:3])([CH3:2])[CH3:4]. The yield is 0.680. (2) The reactants are [NH2:1][CH:2]([CH2:6][C:7]1[CH:12]=[CH:11][C:10]([Cl:13])=[CH:9][C:8]=1[CH3:14])[C:3]([OH:5])=[O:4].O1CCOCC1.[OH-].[Na+].[CH3:23][C:24]([O:27][C:28](O[C:28]([O:27][C:24]([CH3:26])([CH3:25])[CH3:23])=[O:29])=[O:29])([CH3:26])[CH3:25]. The catalyst is O. The product is [C:24]([O:27][C:28]([NH:1][CH:2]([CH2:6][C:7]1[CH:12]=[CH:11][C:10]([Cl:13])=[CH:9][C:8]=1[CH3:14])[C:3]([OH:5])=[O:4])=[O:29])([CH3:26])([CH3:25])[CH3:23]. The yield is 0.800.